This data is from Full USPTO retrosynthesis dataset with 1.9M reactions from patents (1976-2016). The task is: Predict the reactants needed to synthesize the given product. (1) The reactants are: [CH3:1][N:2]([CH3:20])[C:3]([C@@H:5]1[CH2:7][C@H:6]1[C:8]([C:10]1[C:18]2[C:13](=[CH:14][CH:15]=[C:16]([F:19])[CH:17]=2)[NH:12][CH:11]=1)=O)=O.[H-].[H-].[H-].[H-].[Li+].[Al+3]. Given the product [NH3:2].[F:19][C:16]1[CH:17]=[C:18]2[C:13](=[CH:14][CH:15]=1)[NH:12][CH:11]=[C:10]2[CH2:8][CH:6]1[CH2:7][CH:5]1[CH2:3][N:2]([CH3:1])[CH3:20], predict the reactants needed to synthesize it. (2) Given the product [ClH:1].[CH:31]1([NH:34][C:25]([C:24]2[CH:23]=[C:22]([C:21]3[C:15]4[S:14][C:13]([C:11]([NH2:10])=[O:12])=[CH:17][C:16]=4[CH:18]=[CH:19][CH:20]=3)[CH:30]=[CH:29][CH:28]=2)=[O:27])[CH2:33][CH2:32]1, predict the reactants needed to synthesize it. The reactants are: [ClH:1].N12CCC(CC1)[C@@H]([NH:10][C:11]([C:13]1[S:14][C:15]3[C:21]([C:22]4[CH:23]=[C:24]([CH:28]=[CH:29][CH:30]=4)[C:25]([OH:27])=O)=[CH:20][CH:19]=[CH:18][C:16]=3[CH:17]=1)=[O:12])C2.[CH:31]1([NH2:34])[CH2:33][CH2:32]1. (3) Given the product [CH3:11][C:12]([CH3:25])([CH2:15][C:16]#[C:17][CH2:18][N:19]1[CH2:24][CH2:23][O:22][CH2:21][CH2:20]1)[CH:13]=[O:14], predict the reactants needed to synthesize it. The reactants are: C(Cl)(=O)C(Cl)=O.CS(C)=O.[CH3:11][C:12]([CH3:25])([CH2:15][C:16]#[C:17][CH2:18][N:19]1[CH2:24][CH2:23][O:22][CH2:21][CH2:20]1)[CH2:13][OH:14].O. (4) Given the product [CH3:18][C:13]1([CH3:19])[C:14]([CH3:17])([CH3:16])[O:15][B:11]([C:2]2[CH:3]=[C:4]3[C:8](=[CH:9][CH:10]=2)[NH:7][CH:6]=[CH:5]3)[O:12]1, predict the reactants needed to synthesize it. The reactants are: Br[C:2]1[CH:3]=[C:4]2[C:8](=[CH:9][CH:10]=1)[NH:7][CH:6]=[CH:5]2.[B:11]1([B:11]2[O:15][C:14]([CH3:17])([CH3:16])[C:13]([CH3:19])([CH3:18])[O:12]2)[O:15][C:14]([CH3:17])([CH3:16])[C:13]([CH3:19])([CH3:18])[O:12]1.C([O-])(=O)C.[K+].O. (5) Given the product [N+:1]([C:4]1[CH:5]=[N:6][C:7]([NH:10][C:16]2[CH:17]=[CH:12][CH:13]=[C:14]([CH2:18][CH2:19][CH2:20][N:21]3[CH2:22][CH2:23][CH2:24][CH2:25]3)[CH:15]=2)=[N:8][CH:9]=1)([O-:3])=[O:2], predict the reactants needed to synthesize it. The reactants are: [N+:1]([C:4]1[CH:5]=[N:6][C:7]([NH2:10])=[N:8][CH:9]=1)([O-:3])=[O:2].Br[C:12]1[CH:13]=[C:14]([CH2:18][CH2:19][CH2:20][N:21]2[CH2:25][CH2:24][CH2:23][CH2:22]2)[CH:15]=[CH:16][CH:17]=1.C(=O)([O-])[O-].[Cs+].[Cs+].C1(P(C2C=CC=CC=2)C2C3OC4C(=CC=CC=4P(C4C=CC=CC=4)C4C=CC=CC=4)C(C)(C)C=3C=CC=2)C=CC=CC=1. (6) Given the product [NH:1]1[C:5]2=[N:6][CH:7]=[CH:8][CH:9]=[C:4]2[C:3]([C:10]([NH:12][NH:13][C:21]([NH:20][C:14]2[CH:19]=[CH:18][CH:17]=[CH:16][CH:15]=2)=[S:22])=[O:11])=[CH:2]1, predict the reactants needed to synthesize it. The reactants are: [NH:1]1[C:5]2=[N:6][CH:7]=[CH:8][CH:9]=[C:4]2[C:3]([C:10]([NH:12][NH2:13])=[O:11])=[CH:2]1.[C:14]1([N:20]=[C:21]=[S:22])[CH:19]=[CH:18][CH:17]=[CH:16][CH:15]=1. (7) Given the product [ClH:21].[NH2:8][CH2:9][CH2:10][C:11]([O:13][CH:14]1[CH2:15][CH2:16][N:17]([CH3:20])[CH2:18][CH2:19]1)=[O:12], predict the reactants needed to synthesize it. The reactants are: C(OC([NH:8][CH2:9][CH2:10][C:11]([O:13][CH:14]1[CH2:19][CH2:18][N:17]([CH3:20])[CH2:16][CH2:15]1)=[O:12])=O)(C)(C)C.[ClH:21].NCCCC(OC1C(C)=CC=CC=1C)=O. (8) The reactants are: [CH3:1][C:2]1([CH3:34])[CH2:5][CH:4]([CH:6]([NH:23][C:24]2[CH:25]=[N:26][C:27]3[C:32]([CH:33]=2)=[CH:31][CH:30]=[CH:29][CH:28]=3)[C:7]2[CH:22]=[CH:21][C:10]([C:11]([NH:13][CH2:14][CH2:15][C:16]([O:18]CC)=[O:17])=[O:12])=[CH:9][CH:8]=2)[CH2:3]1.O1CCCC1.[OH-].[Na+].Cl. Given the product [CH3:1][C:2]1([CH3:34])[CH2:5][CH:4]([CH:6]([NH:23][C:24]2[CH:25]=[N:26][C:27]3[C:32]([CH:33]=2)=[CH:31][CH:30]=[CH:29][CH:28]=3)[C:7]2[CH:22]=[CH:21][C:10]([C:11]([NH:13][CH2:14][CH2:15][C:16]([OH:18])=[O:17])=[O:12])=[CH:9][CH:8]=2)[CH2:3]1, predict the reactants needed to synthesize it. (9) Given the product [O:18]1[CH2:19][CH2:20][N:15]([C:12]2[CH:13]=[CH:14][C:9]([NH:8][C:4]3[N:5]=[CH:6][N:7]=[C:2]([NH:23][CH2:22][CH2:21][CH2:24][OH:25])[CH:3]=3)=[CH:10][CH:11]=2)[CH2:16][CH2:17]1, predict the reactants needed to synthesize it. The reactants are: Cl[C:2]1[N:7]=[CH:6][N:5]=[C:4]([NH:8][C:9]2[CH:14]=[CH:13][C:12]([N:15]3[CH2:20][CH2:19][O:18][CH2:17][CH2:16]3)=[CH:11][CH:10]=2)[CH:3]=1.[CH2:21]([CH2:24][OH:25])[CH2:22][NH2:23].CCN(C(C)C)C(C)C. (10) The reactants are: [N:1]1[CH:6]=[CH:5][CH:4]=[C:3]([NH:7][C:8](=[O:14])[O:9][C:10]([CH3:13])([CH3:12])[CH3:11])[CH:2]=1.C([Li])(C)(C)C.[O:20]=[C:21]1[CH2:25][CH2:24][N:23]([C:26]([O:28][CH2:29][C:30]2[CH:35]=[CH:34][CH:33]=[CH:32][CH:31]=2)=[O:27])[CH2:22]1. Given the product [C:10]([O:9][C:8]([NH:7][C:3]1[CH:2]=[N:1][CH:6]=[CH:5][C:4]=1[C:21]1([OH:20])[CH2:25][CH2:24][N:23]([C:26]([O:28][CH2:29][C:30]2[CH:35]=[CH:34][CH:33]=[CH:32][CH:31]=2)=[O:27])[CH2:22]1)=[O:14])([CH3:11])([CH3:13])[CH3:12], predict the reactants needed to synthesize it.